From a dataset of Forward reaction prediction with 1.9M reactions from USPTO patents (1976-2016). Predict the product of the given reaction. Given the reactants CC[C@H]([C@H](CN(C)C)C)C1C=CC=C(O)C=1.[ClH:17].[CH3:18][N:19]([CH3:35])[CH2:20][C@H:21]([CH3:34])[C@@:22]([C:26]1[CH:31]=[CH:30][CH:29]=[C:28]([O:32][CH3:33])[CH:27]=1)(O)[CH2:23][CH3:24].S(Cl)([Cl:38])=O, predict the reaction product. The product is: [ClH:38].[Cl:17][C@@:22]([C:26]1[CH:31]=[CH:30][CH:29]=[C:28]([O:32][CH3:33])[CH:27]=1)([CH2:23][CH3:24])[C@@H:21]([CH3:34])[CH2:20][N:19]([CH3:35])[CH3:18].